This data is from Forward reaction prediction with 1.9M reactions from USPTO patents (1976-2016). The task is: Predict the product of the given reaction. (1) The product is: [CH2:19]([C:17]1[O:16][N:15]=[C:14]([CH2:13][NH:11][C:8]23[CH2:10][CH:4]4[CH2:5][CH:6]([CH2:1][CH:2]([CH2:3]4)[CH2:9]2)[CH2:7]3)[N:18]=1)[CH2:20][CH3:21]. Given the reactants [CH2:1]1[CH:6]2[CH2:7][C:8]3([NH2:11])[CH2:10][CH:4]([CH2:5]2)[CH2:3][CH:2]1[CH2:9]3.Cl[CH2:13][C:14]1[N:18]=[C:17]([CH2:19][CH2:20][CH3:21])[O:16][N:15]=1, predict the reaction product. (2) Given the reactants [CH2:1]([O:3][C:4]([C:6]1[S:10][C:9]([CH3:11])=[N:8][C:7]=1[OH:12])=[O:5])[CH3:2].C(N(CC)CC)C.[F:20][C:21]([F:34])([F:33])[S:22](O[S:22]([C:21]([F:34])([F:33])[F:20])(=[O:24])=[O:23])(=[O:24])=[O:23], predict the reaction product. The product is: [CH2:1]([O:3][C:4]([C:6]1[S:10][C:9]([CH3:11])=[N:8][C:7]=1[O:12][S:22]([C:21]([F:34])([F:33])[F:20])(=[O:24])=[O:23])=[O:5])[CH3:2].